From a dataset of Full USPTO retrosynthesis dataset with 1.9M reactions from patents (1976-2016). Predict the reactants needed to synthesize the given product. (1) The reactants are: [F:1][C:2]([C:5]([C:7]1[CH:12]=[CH:11][CH:10]=[CH:9][CH:8]=1)=O)([F:4])[F:3].[C:13]([CH2:15][C:16]([O:18][CH2:19][CH3:20])=[O:17])#[N:14].N1C=CC=CC=1. Given the product [CH2:19]([O:18][C:16](=[O:17])[C:15]([C:13]#[N:14])=[C:5]([C:7]1[CH:12]=[CH:11][CH:10]=[CH:9][CH:8]=1)[C:2]([F:4])([F:3])[F:1])[CH3:20], predict the reactants needed to synthesize it. (2) Given the product [Cl:1][C:2]1[CH:7]=[CH:6][C:5]([NH:8][C:9]([C:11]2[C:12]([CH3:21])=[N:13][C:14]([C:17]([F:20])([F:19])[F:18])=[CH:15][CH:16]=2)=[O:10])=[CH:4][C:3]=1[C:25]1[CH:26]=[CH:27][CH:28]=[CH:29][N:24]=1, predict the reactants needed to synthesize it. The reactants are: [Cl:1][C:2]1[CH:7]=[CH:6][C:5]([NH:8][C:9]([C:11]2[C:12]([CH3:21])=[N:13][C:14]([C:17]([F:20])([F:19])[F:18])=[CH:15][CH:16]=2)=[O:10])=[CH:4][C:3]=1I.[Br-].[N:24]1[CH:29]=[CH:28][CH:27]=[CH:26][C:25]=1[Zn+]. (3) Given the product [OH:12][C:13]1[CH:38]=[CH:37][C:16]([N:17]2[C:18]3[C:19](=[CH:31][C:32]([F:36])=[C:33]([F:35])[CH:34]=3)[C:20](=[O:21])[N:22]([O:23][CH2:24][C:25]3[CH:26]=[CH:27][CH:28]=[CH:29][CH:30]=3)[C:1]2=[O:2])=[CH:15][CH:14]=1, predict the reactants needed to synthesize it. The reactants are: [C:1](Cl)(Cl)=[O:2].C1(C)C=CC=CC=1.[OH:12][C:13]1[CH:38]=[CH:37][C:16]([NH:17][C:18]2[CH:34]=[C:33]([F:35])[C:32]([F:36])=[CH:31][C:19]=2[C:20]([NH:22][O:23][CH2:24][C:25]2[CH:30]=[CH:29][CH:28]=[CH:27][CH:26]=2)=[O:21])=[CH:15][CH:14]=1. (4) The reactants are: S(Cl)([Cl:3])=O.[NH:5](C(OC(C)(C)C)=O)[C@H:6]([C:17]([OH:19])=[O:18])[CH2:7][C:8]1[CH:13]=[CH:12][C:11]([N+:14]([O-:16])=[O:15])=[CH:10][CH:9]=1.[CH3:27]O. Given the product [ClH:3].[CH3:27][O:19][C:17](=[O:18])[C@H:6]([CH2:7][C:8]1[CH:9]=[CH:10][C:11]([N+:14]([O-:16])=[O:15])=[CH:12][CH:13]=1)[NH2:5], predict the reactants needed to synthesize it.